From a dataset of Catalyst prediction with 721,799 reactions and 888 catalyst types from USPTO. Predict which catalyst facilitates the given reaction. (1) Reactant: Cl[C:2]1[S:3][C:4]2[CH:10]=[C:9]([O:11][CH3:12])[CH:8]=[CH:7][C:5]=2[N:6]=1.[CH:13]1([CH2:19][NH2:20])[CH2:18][CH2:17][CH2:16][CH2:15][CH2:14]1.CCN(C(C)C)C(C)C.C(OCC)(=O)C. Product: [CH:13]1([CH2:19][NH:20][C:2]2[S:3][C:4]3[CH:10]=[C:9]([O:11][CH3:12])[CH:8]=[CH:7][C:5]=3[N:6]=2)[CH2:18][CH2:17][CH2:16][CH2:15][CH2:14]1. The catalyst class is: 37. (2) Reactant: C[O:2][C:3](=[O:22])[C:4]1[CH:9]=[C:8]([O:10][CH2:11][CH2:12][C:13]2[CH:17]=[CH:16][S:15][CH:14]=2)[CH:7]=[C:6]([O:18][CH:19]([CH3:21])[CH3:20])[CH:5]=1.[OH-].[Na+]. Product: [CH:19]([O:18][C:6]1[CH:5]=[C:4]([CH:9]=[C:8]([O:10][CH2:11][CH2:12][C:13]2[CH:17]=[CH:16][S:15][CH:14]=2)[CH:7]=1)[C:3]([OH:22])=[O:2])([CH3:21])[CH3:20]. The catalyst class is: 36.